This data is from Full USPTO retrosynthesis dataset with 1.9M reactions from patents (1976-2016). The task is: Predict the reactants needed to synthesize the given product. Given the product [Cl:1][C:2]1[CH:3]=[C:4]([CH:22]([Cl:32])[CH3:23])[C:5]2[O:11][CH2:10][CH2:9][N:8]([C:12]([O:14][C:15]([CH3:18])([CH3:17])[CH3:16])=[O:13])[CH2:7][C:6]=2[C:19]=1[C:20]#[N:21], predict the reactants needed to synthesize it. The reactants are: [Cl:1][C:2]1[CH:3]=[C:4]([CH:22](O)[CH3:23])[C:5]2[O:11][CH2:10][CH2:9][N:8]([C:12]([O:14][C:15]([CH3:18])([CH3:17])[CH3:16])=[O:13])[CH2:7][C:6]=2[C:19]=1[C:20]#[N:21].CN(C)C=O.S(Cl)([Cl:32])=O.O.